From a dataset of Forward reaction prediction with 1.9M reactions from USPTO patents (1976-2016). Predict the product of the given reaction. Given the reactants [Br:1][C:2]1[CH:3]=[C:4]2[C:9](=[CH:10][CH:11]=1)[N:8]([CH3:12])[CH:7]=[C:6]([N+:13]([O-])=O)[C:5]2=[O:16].O.NN, predict the reaction product. The product is: [NH2:13][C:6]1[C:5](=[O:16])[C:4]2[C:9](=[CH:10][CH:11]=[C:2]([Br:1])[CH:3]=2)[N:8]([CH3:12])[CH:7]=1.